From a dataset of Full USPTO retrosynthesis dataset with 1.9M reactions from patents (1976-2016). Predict the reactants needed to synthesize the given product. Given the product [NH2:1][C@@H:2]([CH2:3][CH2:4][CH2:5][CH2:6][NH:7][C:8]([O:10][CH2:11][C:12]1[CH:17]=[CH:16][CH:15]=[CH:14][CH:13]=1)=[O:9])[C:18]([O:20][CH3:21])=[O:19], predict the reactants needed to synthesize it. The reactants are: [NH:1](C(OC(C)(C)C)=O)[C@H:2]([C:18]([O:20][CH3:21])=[O:19])[CH2:3][CH2:4][CH2:5][CH2:6][NH:7][C:8]([O:10][CH2:11][C:12]1[CH:17]=[CH:16][CH:15]=[CH:14][CH:13]=1)=[O:9].C(O)(C(F)(F)F)=O.